From a dataset of Catalyst prediction with 721,799 reactions and 888 catalyst types from USPTO. Predict which catalyst facilitates the given reaction. (1) Reactant: Br[C:2]1[CH:3]=[C:4]([CH:14]=[C:15]([F:17])[CH:16]=1)[CH2:5][NH:6][C:7](=[O:13])[O:8][C:9]([CH3:12])([CH3:11])[CH3:10].[B:18]1([B:18]2[O:22][C:21]([CH3:24])([CH3:23])[C:20]([CH3:26])([CH3:25])[O:19]2)[O:22][C:21]([CH3:24])([CH3:23])[C:20]([CH3:26])([CH3:25])[O:19]1.C([O-])(=O)C.[K+].C(Cl)Cl. Product: [F:17][C:15]1[CH:14]=[C:4]([CH:3]=[C:2]([B:18]2[O:22][C:21]([CH3:24])([CH3:23])[C:20]([CH3:26])([CH3:25])[O:19]2)[CH:16]=1)[CH2:5][NH:6][C:7](=[O:13])[O:8][C:9]([CH3:12])([CH3:11])[CH3:10]. The catalyst class is: 151. (2) Reactant: [O:1]=[C:2]1[C:10]2([CH2:14][CH2:13][CH2:12][CH2:11]2)[C:9]2[C:4](=[CH:5][CH:6]=[CH:7][CH:8]=2)[N:3]1[C:15]([NH:17][CH2:18][CH:19]1[CH2:24][CH2:23][NH:22][CH2:21][CH2:20]1)=[O:16].[CH3:25][C:26]([CH3:33])([CH:31]=O)[C:27]([O:29][CH3:30])=[O:28].C(O[BH-](OC(=O)C)OC(=O)C)(=O)C.[Na+].C([O-])(O)=O.[Na+]. Product: [CH3:25][C:26]([CH3:33])([CH2:31][N:22]1[CH2:21][CH2:20][CH:19]([CH2:18][NH:17][C:15]([N:3]2[C:4]3[C:9](=[CH:8][CH:7]=[CH:6][CH:5]=3)[C:10]3([CH2:14][CH2:13][CH2:12][CH2:11]3)[C:2]2=[O:1])=[O:16])[CH2:24][CH2:23]1)[C:27]([O:29][CH3:30])=[O:28]. The catalyst class is: 2. (3) Reactant: [CH2:1]([O:3][C:4](=[O:13])[CH2:5][C:6]1[C:11]([Cl:12])=[CH:10][CH:9]=[CH:8][N:7]=1)[CH3:2].Br[CH:15]([CH2:18][CH2:19][O:20][CH2:21][CH3:22])[CH:16]=O.C(=O)(O)[O-].[Na+]. Product: [CH2:1]([O:3][C:4]([C:5]1[CH:16]=[C:15]([CH2:18][CH2:19][O:20][CH2:21][CH3:22])[N:7]2[C:6]=1[C:11]([Cl:12])=[CH:10][CH:9]=[CH:8]2)=[O:13])[CH3:2]. The catalyst class is: 2. (4) Reactant: [I:1][C:2]1[CH:3]=[C:4]([S:7]([CH3:10])(=[O:9])=[O:8])[NH:5][CH:6]=1.C([O-])([O-])=O.[Cs+].[Cs+].[CH2:17](I)[CH3:18]. Product: [CH2:17]([N:5]1[CH:6]=[C:2]([I:1])[CH:3]=[C:4]1[S:7]([CH3:10])(=[O:9])=[O:8])[CH3:18]. The catalyst class is: 31.